Dataset: Forward reaction prediction with 1.9M reactions from USPTO patents (1976-2016). Task: Predict the product of the given reaction. (1) Given the reactants [C:1]([C:3]1[C:4]([N:21]2[CH2:26][CH2:25][CH:24]([C:27](O)=[O:28])[CH2:23][CH2:22]2)=[N:5][C:6]([S:14][CH2:15][C:16]([O:18][CH2:19][CH3:20])=[O:17])=[C:7]([C:9]([O:11][CH2:12][CH3:13])=[O:10])[CH:8]=1)#[N:2].[CH:30]1([CH2:35][S:36]([NH2:39])(=[O:38])=[O:37])[CH2:34][CH2:33][CH2:32][CH2:31]1, predict the reaction product. The product is: [C:1]([C:3]1[C:4]([N:21]2[CH2:26][CH2:25][CH:24]([C:27](=[O:28])[NH:39][S:36]([CH2:35][CH:30]3[CH2:34][CH2:33][CH2:32][CH2:31]3)(=[O:38])=[O:37])[CH2:23][CH2:22]2)=[N:5][C:6]([S:14][CH2:15][C:16]([O:18][CH2:19][CH3:20])=[O:17])=[C:7]([CH:8]=1)[C:9]([O:11][CH2:12][CH3:13])=[O:10])#[N:2]. (2) The product is: [C:15]([O:1][C@@H:2]1[CH2:6][N:5]([C:7]([O:9][C:10]([CH3:13])([CH3:12])[CH3:11])=[O:8])[C@@H:4]([CH3:14])[CH2:3]1)(=[O:22])[C:16]1[CH:21]=[CH:20][CH:19]=[CH:18][CH:17]=1. Given the reactants [OH:1][C@H:2]1[CH2:6][N:5]([C:7]([O:9][C:10]([CH3:13])([CH3:12])[CH3:11])=[O:8])[C@@H:4]([CH3:14])[CH2:3]1.[C:15](O)(=[O:22])[C:16]1[CH:21]=[CH:20][CH:19]=[CH:18][CH:17]=1.C1(P(C2C=CC=CC=2)C2C=CC=CC=2)C=CC=CC=1.CC(OC(/N=N/C(OC(C)C)=O)=O)C, predict the reaction product. (3) Given the reactants C(N(C(C)C)CC)(C)C.CCCP1(OP(CCC)(=O)OP(CCC)(=O)O1)=O.[Cl:28][C:29]1[CH:34]=[CH:33][C:32]([C:35]2[N:36]=[C:37]3[CH:42]=[CH:41][C:40]([C:43]([O-:45])=O)=[CH:39][N:38]3[C:46]=2[CH2:47][OH:48])=[CH:31][CH:30]=1.[Na+].[NH:50]1[CH2:55][CH2:54][CH:53]([CH2:56][OH:57])[CH2:52][CH2:51]1, predict the reaction product. The product is: [Cl:28][C:29]1[CH:30]=[CH:31][C:32]([C:35]2[N:36]=[C:37]3[CH:42]=[CH:41][C:40]([C:43]([N:50]4[CH2:55][CH2:54][CH:53]([CH2:56][OH:57])[CH2:52][CH2:51]4)=[O:45])=[CH:39][N:38]3[C:46]=2[CH2:47][OH:48])=[CH:33][CH:34]=1. (4) Given the reactants Br[C:2]1[C:7]([C:8]2[CH:13]=[CH:12][C:11]([F:14])=[CH:10][C:9]=2[F:15])=[C:6]([F:16])[C:5]([O:17][CH2:18][CH3:19])=[C:4]([CH:20]=[O:21])[CH:3]=1.[CH:22]1(B(O)O)[CH2:24][CH2:23]1, predict the reaction product. The product is: [CH:22]1([C:2]2[C:7]([C:8]3[CH:13]=[CH:12][C:11]([F:14])=[CH:10][C:9]=3[F:15])=[C:6]([F:16])[C:5]([O:17][CH2:18][CH3:19])=[C:4]([CH:20]=[O:21])[CH:3]=2)[CH2:24][CH2:23]1. (5) Given the reactants [C:1]([O:5][C:6]([NH:8][C@H:9]([C:15]1[CH:20]=[CH:19][CH:18]=[C:17]([F:21])[CH:16]=1)[CH2:10][C:11](OC)=[O:12])=[O:7])([CH3:4])([CH3:3])[CH3:2].[H-].C([Al+]CC(C)C)C(C)C.CO.Cl, predict the reaction product. The product is: [O:12]=[CH:11][CH2:10][C@H:9]([NH:8][C:6](=[O:7])[O:5][C:1]([CH3:3])([CH3:2])[CH3:4])[C:15]1[CH:20]=[CH:19][CH:18]=[C:17]([F:21])[CH:16]=1. (6) The product is: [Br:1][C:2]1[C:3]([N:37]2[CH2:36][CH2:35][CH:34]([N:30]3[CH2:29][CH2:28][C:27]4[CH:40]=[C:23]([O:22][CH3:21])[CH:24]=[CH:25][C:26]=4[NH:32][C:31]3=[O:33])[CH2:39][CH2:38]2)=[CH:4][C:5]([C:8]([N:10]2[C:18]3[C:13](=[CH:14][C:15]([F:19])=[CH:16][CH:17]=3)[CH2:12][CH2:11]2)=[O:9])=[N:6][CH:7]=1. Given the reactants [Br:1][C:2]1[C:3](Cl)=[CH:4][C:5]([C:8]([N:10]2[C:18]3[C:13](=[CH:14][C:15]([F:19])=[CH:16][CH:17]=3)[CH2:12][CH2:11]2)=[O:9])=[N:6][CH:7]=1.[CH3:21][O:22][C:23]1[CH:24]=[CH:25][C:26]2[NH:32][C:31](=[O:33])[N:30]([CH:34]3[CH2:39][CH2:38][NH:37][CH2:36][CH2:35]3)[CH2:29][CH2:28][C:27]=2[CH:40]=1.C(=O)([O-])[O-].[K+].[K+].CN1C(=O)CCC1, predict the reaction product. (7) Given the reactants [CH2:1]([C@H:4]1[CH2:8][O:7][C:6](=[O:9])[N:5]1[C:10]1[CH:15]=[CH:14][N:13]2[N:16]=[CH:17][C:18]([C:19]3[CH:24]=[CH:23][C:22]([C:25]4[N:29]=[CH:28][N:27](COCC[Si](C)(C)C)[N:26]=4)=[CH:21][CH:20]=3)=[C:12]2[N:11]=1)[CH2:2][CH3:3].FC(F)(F)C(O)=O, predict the reaction product. The product is: [NH:27]1[CH:28]=[N:29][C:25]([C:22]2[CH:21]=[CH:20][C:19]([C:18]3[CH:17]=[N:16][N:13]4[CH:14]=[CH:15][C:10]([N:5]5[C@@H:4]([CH2:1][CH2:2][CH3:3])[CH2:8][O:7][C:6]5=[O:9])=[N:11][C:12]=34)=[CH:24][CH:23]=2)=[N:26]1.